From a dataset of NCI-60 drug combinations with 297,098 pairs across 59 cell lines. Regression. Given two drug SMILES strings and cell line genomic features, predict the synergy score measuring deviation from expected non-interaction effect. Drug 1: C1=CC(=CC=C1CCC2=CNC3=C2C(=O)NC(=N3)N)C(=O)NC(CCC(=O)O)C(=O)O. Drug 2: C(CCl)NC(=O)N(CCCl)N=O. Cell line: OVCAR-5. Synergy scores: CSS=10.5, Synergy_ZIP=-4.89, Synergy_Bliss=-3.65, Synergy_Loewe=-28.9, Synergy_HSA=-5.21.